The task is: Predict the reactants needed to synthesize the given product.. This data is from Full USPTO retrosynthesis dataset with 1.9M reactions from patents (1976-2016). (1) Given the product [CH2:1]([O:3][C:4]([C:6]1[N:11]=[CH:10][C:9]2[CH:23]=[C:24]([Br:26])[S:25][C:8]=2[C:7]=1[OH:27])=[O:5])[CH3:2], predict the reactants needed to synthesize it. The reactants are: [CH2:1]([O:3][C:4]([CH:6]1[N:11](CC2C=CC(OC)=CC=2OC)[CH2:10][C:9]2[CH:23]=[C:24]([Br:26])[S:25][C:8]=2[C:7]1=[O:27])=[O:5])[CH3:2].S(Cl)(Cl)=O. (2) Given the product [NH2:7][CH2:10][C:11]1[CH:19]=[CH:18][CH:17]=[C:16]2[C:12]=1[CH:13]=[N:14][N:15]2[CH:20]1[CH2:25][CH2:24][CH2:23][CH2:22][O:21]1, predict the reactants needed to synthesize it. The reactants are: [H-].[Al+3].[Li+].[H-].[H-].[H-].[N:7]([CH2:10][C:11]1[CH:19]=[CH:18][CH:17]=[C:16]2[C:12]=1[CH:13]=[N:14][N:15]2[CH:20]1[CH2:25][CH2:24][CH2:23][CH2:22][O:21]1)=[N+]=[N-]. (3) Given the product [CH3:4][CH2:3][O:2][C:30]([CH3:25])=[O:39].[CH3:1][OH:2].[NH4+:9].[OH-:2], predict the reactants needed to synthesize it. The reactants are: [CH3:1][O:2][C:3]1C=C2C(C(C)C(=O)[N:9]2C)=C[C:4]=1C=O.Cl.Cl.C1([C@H:25]2[C@@H:30](N)CCCN2)C=CC=CC=1.C(N(CC)CC)C.[OH2:39]. (4) Given the product [C:1]([NH:12][C:13]1[CH:14]=[CH:15][C:16]([C:19](=[O:26])[CH2:20][CH2:21][C:22]([OH:24])=[O:23])=[CH:17][CH:18]=1)(=[O:10])[CH:2]=[CH:3][C:4]1[CH:9]=[CH:8][CH:7]=[CH:6][CH:5]=1, predict the reactants needed to synthesize it. The reactants are: [C:1](Cl)(=[O:10])[CH:2]=[CH:3][C:4]1[CH:9]=[CH:8][CH:7]=[CH:6][CH:5]=1.[NH2:12][C:13]1[CH:18]=[CH:17][C:16]([C:19](=[O:26])[CH2:20][CH2:21][C:22]([O:24]C)=[O:23])=[CH:15][CH:14]=1. (5) Given the product [C:24]([C:2]1[CH:11]=[CH:10][CH:9]=[C:8]2[C:3]=1[CH2:4][CH2:5][N:6]1[C:16](=[O:17])[CH2:15][NH:14][C:13](=[O:18])[CH:12]=[C:7]12)([CH3:30])([CH3:29])[CH3:25], predict the reactants needed to synthesize it. The reactants are: Br[C:2]1[CH:11]=[CH:10][CH:9]=[C:8]2[C:3]=1[CH2:4][CH2:5][N:6]1[C:16](=[O:17])[CH2:15][NH:14][C:13](=[O:18])[CH:12]=[C:7]12.F[B-](F)(F)F.[CH:24]1([C:30]2NC=C[N+]=2C2CCCCC2)[CH2:29]CCC[CH2:25]1.C([Mg]Cl)(C)(C)C.[NH4+].[Cl-]. (6) The reactants are: [F:1][C:2]1[CH:7]=[CH:6][C:5]([F:8])=[CH:4][C:3]=1[C:9]1[N:10]([CH2:20][C:21]2[N:26]=[C:25]([C:27]([OH:29])=O)[CH:24]=[CH:23][CH:22]=2)[C:11]2[C:16]([CH:17]=1)=[CH:15][C:14]([O:18][CH3:19])=[CH:13][CH:12]=2.[N:30]#[C:31][NH2:32].Cl.C(N=C=NCCCN(C)C)C.Cl. Given the product [C:31]([NH:32][C:27]([C:25]1[CH:24]=[CH:23][CH:22]=[C:21]([CH2:20][N:10]2[C:11]3[C:16](=[CH:15][C:14]([O:18][CH3:19])=[CH:13][CH:12]=3)[CH:17]=[C:9]2[C:3]2[CH:4]=[C:5]([F:8])[CH:6]=[CH:7][C:2]=2[F:1])[N:26]=1)=[O:29])#[N:30], predict the reactants needed to synthesize it.